Task: Predict which catalyst facilitates the given reaction.. Dataset: Catalyst prediction with 721,799 reactions and 888 catalyst types from USPTO (1) Product: [C:1]([O:5][C:17](=[O:18])[C:16]1[CH:20]=[CH:21][CH:22]=[C:14]([C:12]#[N:13])[CH:15]=1)([CH3:4])([CH3:3])[CH3:2]. The catalyst class is: 79. Reactant: [C:1]([OH:5])([CH3:4])([CH3:3])[CH3:2].N1C=CC=CC=1.[C:12]([C:14]1[CH:15]=[C:16]([CH:20]=[CH:21][CH:22]=1)[C:17](Cl)=[O:18])#[N:13]. (2) Product: [CH3:8][O:7][C:5](=[O:6])[C:4]1[CH:9]=[C:10]([NH:39][S:36]([CH3:35])(=[O:38])=[O:37])[N:11]=[C:2]([Cl:1])[CH:3]=1. The catalyst class is: 187. Reactant: [Cl:1][C:2]1[CH:3]=[C:4]([CH:9]=[C:10](Cl)[N:11]=1)[C:5]([O:7][CH3:8])=[O:6].C(P(C(C)(C)C)C1C=CC=CC=1C1C=CC=CC=1)(C)(C)C.[Na+].[CH3:35][S:36]([NH-:39])(=[O:38])=[O:37]. (3) Reactant: [F:1][C:2]1[CH:10]=[N:9][CH:8]=[C:7]([F:11])[C:3]=1[C:4]([OH:6])=O.ClC1N=C(OC)N=C(OC)N=1.CN1CCOCC1.FC1C=CC=CC=1C([NH:39][C:40]1[CH:45]=[CH:44][C:43]([C:46]2[C:47]([CH3:55])=[CH:48][C:49]3[S:53][CH:52]=[N:51][C:50]=3[CH:54]=2)=[CH:42][N:41]=1)=O.C([O-])(O)=O.[Na+].CC(=O)OCC. Product: [F:11][C:7]1[CH:8]=[N:9][CH:10]=[C:2]([F:1])[C:3]=1[C:4]([NH:39][C:40]1[CH:45]=[CH:44][C:43]([C:46]2[C:47]([CH3:55])=[CH:48][C:49]3[S:53][CH:52]=[N:51][C:50]=3[CH:54]=2)=[CH:42][N:41]=1)=[O:6]. The catalyst class is: 2. (4) Reactant: [S:1]1[C:5]2[CH:6]=[CH:7][CH:8]=[CH:9][C:4]=2[N:3]=[C:2]1[CH:10]([C:12]1[CH:17]=[CH:16][CH:15]=[CH:14][C:13]=1[O:18][CH2:19][O:20][CH3:21])[OH:11]. Product: [S:1]1[C:5]2[CH:6]=[CH:7][CH:8]=[CH:9][C:4]=2[N:3]=[C:2]1[C:10]([C:12]1[CH:17]=[CH:16][CH:15]=[CH:14][C:13]=1[O:18][CH2:19][O:20][CH3:21])=[O:11]. The catalyst class is: 327. (5) Reactant: [C:1]([O:5][C:6]([NH:8][C@@H:9]([C:17]([OH:19])=O)[CH2:10][C:11]1[CH:16]=[CH:15][CH:14]=[CH:13][CH:12]=1)=[O:7])([CH3:4])([CH3:3])[CH3:2].CCN(C(C)C)C(C)C.CN(C(ON1N=NC2C=CC=CC1=2)=[N+](C)C)C.F[P-](F)(F)(F)(F)F.Cl.[CH3:54][O:55][C:56]1[CH:57]=[C:58]([C:64]2[CH2:73][C:68]3([CH2:72][CH2:71][CH2:70][CH2:69]3)[C:67](=[O:74])[N:66]([CH:75]3[CH2:80][CH2:79][NH:78][CH2:77][CH2:76]3)[N:65]=2)[CH:59]=[CH:60][C:61]=1[O:62][CH3:63]. Product: [CH3:54][O:55][C:56]1[CH:57]=[C:58]([C:64]2[CH2:73][C:68]3([CH2:69][CH2:70][CH2:71][CH2:72]3)[C:67](=[O:74])[N:66]([CH:75]3[CH2:76][CH2:77][N:78]([C:17](=[O:19])[C@H:9]([NH:8][C:6](=[O:7])[O:5][C:1]([CH3:2])([CH3:3])[CH3:4])[CH2:10][C:11]4[CH:12]=[CH:13][CH:14]=[CH:15][CH:16]=4)[CH2:79][CH2:80]3)[N:65]=2)[CH:59]=[CH:60][C:61]=1[O:62][CH3:63]. The catalyst class is: 2. (6) Reactant: FC(F)(F)C([NH:5][CH2:6][C:7]1([NH:11][C:12]2[C:21]3[C:16](=[CH:17][CH:18]=[C:19]([CH3:22])[CH:20]=3)[N:15]=[C:14]([N:23]3[CH2:29][C:28]4[CH:30]=[CH:31][CH:32]=[CH:33][C:27]=4[S:26](=[O:34])[CH2:25][CH2:24]3)[N:13]=2)[CH2:10][O:9][CH2:8]1)=O.[OH-].[Na+]. Product: [NH2:5][CH2:6][C:7]1([NH:11][C:12]2[C:21]3[C:16](=[CH:17][CH:18]=[C:19]([CH3:22])[CH:20]=3)[N:15]=[C:14]([N:23]3[CH2:29][C:28]4[CH:30]=[CH:31][CH:32]=[CH:33][C:27]=4[S:26](=[O:34])[CH2:25][CH2:24]3)[N:13]=2)[CH2:8][O:9][CH2:10]1. The catalyst class is: 40. (7) The catalyst class is: 106. Reactant: C(OC([N:8]1[C:21]2[C:16](=[C:17]3[C:36](=[O:37])[N:35]([CH2:38][CH2:39][N:40]([CH3:42])[CH3:41])[C:34](=[O:43])[C:18]3=[C:19]3[CH:25]=[C:24]([O:26][CH2:27][CH2:28][O:29][S:30]([CH3:33])(=[O:32])=[O:31])[CH:23]=[CH:22][C:20]3=2)[O:15][C:14]2[CH:13]=[CH:12][CH:11]=[CH:10][C:9]1=2)=O)(C)(C)C. Product: [CH3:41][N:40]([CH3:42])[CH2:39][CH2:38][N:35]1[C:36](=[O:37])[C:17]2[C:18](=[C:19]3[CH:25]=[C:24]([O:26][CH2:27][CH2:28][O:29][S:30]([CH3:33])(=[O:32])=[O:31])[CH:23]=[CH:22][C:20]3=[C:21]3[C:16]=2[O:15][C:14]2[CH:13]=[CH:12][CH:11]=[CH:10][C:9]=2[NH:8]3)[C:34]1=[O:43]. (8) Reactant: [H-].[Al+3].[Li+].[H-].[H-].[H-].N#N.C[O:10][C:11](=O)[C:12]1[CH:17]=[C:16]([O:18][CH2:19][CH2:20][CH2:21][CH2:22][CH2:23][CH2:24][CH2:25][CH2:26][CH2:27][CH3:28])[CH:15]=[C:14]([O:29][CH2:30][CH2:31][CH2:32][CH2:33][CH2:34][CH2:35][CH2:36][CH2:37][CH2:38][CH3:39])[CH:13]=1.O. Product: [CH2:30]([O:29][C:14]1[CH:13]=[C:12]([CH:17]=[C:16]([O:18][CH2:19][CH2:20][CH2:21][CH2:22][CH2:23][CH2:24][CH2:25][CH2:26][CH2:27][CH3:28])[CH:15]=1)[CH2:11][OH:10])[CH2:31][CH2:32][CH2:33][CH2:34][CH2:35][CH2:36][CH2:37][CH2:38][CH3:39]. The catalyst class is: 28. (9) Reactant: [CH2:1]([O:15][CH2:16][C:17](=[O:34])[CH2:18][O:19][CH2:20][CH2:21][CH2:22][CH2:23][CH2:24][CH2:25][CH2:26][CH2:27][CH2:28][CH2:29][CH2:30][CH2:31][CH2:32][CH3:33])[CH2:2][CH2:3][CH2:4][CH2:5][CH2:6][CH2:7][CH2:8][CH2:9][CH2:10][CH2:11][CH2:12][CH2:13][CH3:14].[BH4-].[Na+].O. Product: [CH2:1]([O:15][CH2:16][CH:17]([OH:34])[CH2:18][O:19][CH2:20][CH2:21][CH2:22][CH2:23][CH2:24][CH2:25][CH2:26][CH2:27][CH2:28][CH2:29][CH2:30][CH2:31][CH2:32][CH3:33])[CH2:2][CH2:3][CH2:4][CH2:5][CH2:6][CH2:7][CH2:8][CH2:9][CH2:10][CH2:11][CH2:12][CH2:13][CH3:14]. The catalyst class is: 7. (10) Reactant: [F:1][C:2]1[CH:10]=[C:9]2[C:5]([C:6]([C:12]3[N:13]=[C:14]4[C:20]([C:21]([OH:23])=O)=[CH:19][NH:18][C:15]4=[N:16][CH:17]=3)=[N:7][N:8]2[CH3:11])=[CH:4][CH:3]=1.CCN=C=NCCCN(C)C.[Si:35]([O:42][CH2:43][CH2:44][C:45]([CH3:48])([NH2:47])[CH3:46])([C:38]([CH3:41])([CH3:40])[CH3:39])([CH3:37])[CH3:36].O. Product: [Si:35]([O:42][CH2:43][CH2:44][C:45]([NH:47][C:21]([C:20]1[C:14]2[C:15](=[N:16][CH:17]=[C:12]([C:6]3[C:5]4[C:9](=[CH:10][C:2]([F:1])=[CH:3][CH:4]=4)[N:8]([CH3:11])[N:7]=3)[N:13]=2)[NH:18][CH:19]=1)=[O:23])([CH3:48])[CH3:46])([C:38]([CH3:41])([CH3:40])[CH3:39])([CH3:37])[CH3:36]. The catalyst class is: 239.